The task is: Predict the reactants needed to synthesize the given product.. This data is from Full USPTO retrosynthesis dataset with 1.9M reactions from patents (1976-2016). (1) Given the product [C:35]([C:30]1[CH:31]=[CH:32][CH:33]=[CH:34][C:29]=1[N:25]1[C:26]2[C:22](=[CH:21][C:20]([N:8]([CH2:7][C:6]([OH:37])=[O:5])[S:9]([C:12]3[CH:17]=[C:16]([Cl:18])[CH:15]=[C:14]([Cl:19])[CH:13]=3)(=[O:11])=[O:10])=[CH:28][CH:27]=2)[CH:23]=[CH:24]1)#[N:36], predict the reactants needed to synthesize it. The reactants are: C([O:5][C:6](=[O:37])[CH2:7][N:8]([C:20]1[CH:21]=[C:22]2[C:26](=[CH:27][CH:28]=1)[N:25]([C:29]1[CH:34]=[CH:33][CH:32]=[CH:31][C:30]=1[C:35]#[N:36])[CH:24]=[CH:23]2)[S:9]([C:12]1[CH:17]=[C:16]([Cl:18])[CH:15]=[C:14]([Cl:19])[CH:13]=1)(=[O:11])=[O:10])(C)(C)C.FC(F)(F)C(O)=O. (2) Given the product [CH3:19][N:16]1[CH2:17][CH2:18][N:13]([CH2:11][C:4]2[CH:5]=[CH:6][C:7]([N+:8]([O-:10])=[O:9])=[C:2]([CH3:1])[CH:3]=2)[CH2:14][CH2:15]1, predict the reactants needed to synthesize it. The reactants are: [CH3:1][C:2]1[CH:3]=[C:4]([C:11]([N:13]2[CH2:18][CH2:17][N:16]([CH3:19])[CH2:15][CH2:14]2)=O)[CH:5]=[CH:6][C:7]=1[N+:8]([O-:10])=[O:9].CSC.B.Cl.[OH-].[Na+]. (3) Given the product [Cl:8][C:6]1[N:5]=[C:4]([NH:9][C@H:10]([C:12]2[CH:17]=[CH:16][C:15]([F:18])=[CH:14][CH:13]=2)[CH3:11])[N:3]=[C:2]([C:23]2[CH:24]=[N:19][CH:20]=[N:21][CH:22]=2)[CH:7]=1, predict the reactants needed to synthesize it. The reactants are: Cl[C:2]1[CH:7]=[C:6]([Cl:8])[N:5]=[C:4]([NH:9][C@H:10]([C:12]2[CH:17]=[CH:16][C:15]([F:18])=[CH:14][CH:13]=2)[CH3:11])[N:3]=1.[N:19]1[CH:24]=[C:23](B(O)O)[CH:22]=[N:21][CH:20]=1.C(=O)([O-])[O-].[K+].[K+].O1CCOCC1. (4) Given the product [CH2:42]([O:41][C:39](=[O:40])[N:13]([C@H:12]1[C@H:8]([C:5]2[CH:4]=[CH:3][C:2]([Cl:1])=[CH:7][CH:6]=2)[CH2:9][N:10]([C:15]([CH:17]2[CH2:22][CH2:21][N:20]([C:23]3[CH:28]=[CH:27][C:26]([C:29]#[N:30])=[CH:25][N:24]=3)[CH2:19][CH2:18]2)=[O:16])[CH2:11]1)[CH3:14])[CH3:43], predict the reactants needed to synthesize it. The reactants are: [Cl:1][C:2]1[CH:7]=[CH:6][C:5]([C@H:8]2[C@H:12]([NH:13][CH3:14])[CH2:11][N:10]([C:15]([CH:17]3[CH2:22][CH2:21][N:20]([C:23]4[CH:28]=[CH:27][C:26]([C:29]#[N:30])=[CH:25][N:24]=4)[CH2:19][CH2:18]3)=[O:16])[CH2:9]2)=[CH:4][CH:3]=1.C(N(CC)CC)C.Cl[C:39]([O:41][CH2:42][CH3:43])=[O:40]. (5) Given the product [Br:21][C:9]1[C:10]2[C:5](=[CH:4][C:3]([O:2][CH3:1])=[C:12]([O:13][CH3:14])[CH:11]=2)[CH:6]=[N:7][N:8]=1, predict the reactants needed to synthesize it. The reactants are: [CH3:1][O:2][C:3]1[CH:4]=[C:5]2[C:10](=[CH:11][C:12]=1[O:13][CH3:14])[C:9](=O)[NH:8][N:7]=[CH:6]2.CC#N.P(Br)(Br)([Br:21])=O. (6) Given the product [N:3]1([C@@H:13]2[CH2:14][CH2:15][C@H:16]([NH:19][C:20](=[O:21])[O:22][C:23]([CH3:25])([CH3:24])[CH3:26])[CH2:17][CH2:18]2)[CH:7]=[N:6][CH:5]=[N:4]1, predict the reactants needed to synthesize it. The reactants are: [H-].[Na+].[NH:3]1[CH:7]=[N:6][CH:5]=[N:4]1.CS(O[C@H:13]1[CH2:18][CH2:17][C@H:16]([NH:19][C:20]([O:22][C:23]([CH3:26])([CH3:25])[CH3:24])=[O:21])[CH2:15][CH2:14]1)(=O)=O. (7) Given the product [Cl:1][C:2]1[CH:10]=[C:9]2[C:5]([C:6]([CH2:11][C:12](=[O:19])[CH3:13])=[CH:7][NH:8]2)=[CH:4][C:3]=1[F:17], predict the reactants needed to synthesize it. The reactants are: [Cl:1][C:2]1[CH:10]=[C:9]2[C:5]([C:6](/[CH:11]=[C:12](\[N+]([O-])=O)/[CH3:13])=[CH:7][NH:8]2)=[CH:4][C:3]=1[F:17].S(=O)(O)[O-:19].[Na+]. (8) The reactants are: [N:1]1[C:6]2[NH:7][CH:8]=[CH:9][C:5]=2[C:4]([C:10]2[C:11]([NH:16][C:17]3[C:26]([CH3:27])=[CH:25][CH:24]=[C:23]4[C:18]=3[CH:19]=[CH:20][NH:21][C:22]4=O)=[N:12][CH:13]=[CH:14][CH:15]=2)=[N:3][CH:2]=1.P(Cl)(Cl)([Cl:31])=O. Given the product [N:1]1[C:6]2[NH:7][CH:8]=[CH:9][C:5]=2[C:4]([C:10]2[C:11]([NH:16][C:17]3[C:18]4[CH:19]=[CH:20][N:21]=[C:22]([Cl:31])[C:23]=4[CH:24]=[CH:25][C:26]=3[CH3:27])=[N:12][CH:13]=[CH:14][CH:15]=2)=[N:3][CH:2]=1, predict the reactants needed to synthesize it. (9) Given the product [CH2:26]([C:2]1[CH:3]=[C:4]([C:9]2[CH2:13][C:12]([CH3:19])([C:14]([O:16][CH2:17][CH3:18])=[O:15])[O:11][N:10]=2)[CH:5]=[C:6]([F:8])[CH:7]=1)[CH3:27], predict the reactants needed to synthesize it. The reactants are: Br[C:2]1[CH:3]=[C:4]([C:9]2[CH2:13][C:12]([CH3:19])([C:14]([O:16][CH2:17][CH3:18])=[O:15])[O:11][N:10]=2)[CH:5]=[C:6]([F:8])[CH:7]=1.C(=O)([O-])[O-].[K+].[K+].[CH2:26](B(CC)CC)[CH3:27].S(=O)(=O)(O)O.